From a dataset of TCR-epitope binding with 47,182 pairs between 192 epitopes and 23,139 TCRs. Binary Classification. Given a T-cell receptor sequence (or CDR3 region) and an epitope sequence, predict whether binding occurs between them. (1) The epitope is LLDFVRFMGV. The TCR CDR3 sequence is CSASDGLGEQYF. Result: 0 (the TCR does not bind to the epitope). (2) The epitope is LEPLVDLPI. The TCR CDR3 sequence is CSVEGDRVRSTDTQYF. Result: 1 (the TCR binds to the epitope). (3) The epitope is KLPDDFTGCV. The TCR CDR3 sequence is CASSPPTGTGLFEQYF. Result: 1 (the TCR binds to the epitope). (4) The epitope is MPASWVMRI. The TCR CDR3 sequence is CASSLAAGFAEAFF. Result: 0 (the TCR does not bind to the epitope). (5) The epitope is GMFNMLSTVLGVS. The TCR CDR3 sequence is CSARDMTASSTDTQYF. Result: 1 (the TCR binds to the epitope).